Predict the reactants needed to synthesize the given product. From a dataset of Full USPTO retrosynthesis dataset with 1.9M reactions from patents (1976-2016). The reactants are: [N+:1]([C:4]1[CH:5]=[C:6]([CH:17]=[CH:18][C:19]=1[N+:20]([O-])=O)[O:7][C:8]1[CH:13]=[CH:12][N:11]=[C:10]2[NH:14][CH:15]=[CH:16][C:9]=12)([O-])=O. Given the product [NH:14]1[C:10]2=[N:11][CH:12]=[CH:13][C:8]([O:7][C:6]3[CH:5]=[C:4]([NH2:1])[C:19]([NH2:20])=[CH:18][CH:17]=3)=[C:9]2[CH:16]=[CH:15]1, predict the reactants needed to synthesize it.